Dataset: NCI-60 drug combinations with 297,098 pairs across 59 cell lines. Task: Regression. Given two drug SMILES strings and cell line genomic features, predict the synergy score measuring deviation from expected non-interaction effect. Drug 1: C1=NC2=C(N1)C(=S)N=CN2. Drug 2: C(CCl)NC(=O)N(CCCl)N=O. Cell line: NCI-H322M. Synergy scores: CSS=28.3, Synergy_ZIP=-8.21, Synergy_Bliss=-2.32, Synergy_Loewe=-32.7, Synergy_HSA=-4.96.